From a dataset of Peptide-MHC class I binding affinity with 185,985 pairs from IEDB/IMGT. Regression. Given a peptide amino acid sequence and an MHC pseudo amino acid sequence, predict their binding affinity value. This is MHC class I binding data. (1) The peptide sequence is VTGCASLYV. The MHC is HLA-A80:01 with pseudo-sequence HLA-A80:01. The binding affinity (normalized) is 0.0847. (2) The peptide sequence is SLREWLLRI. The MHC is HLA-A26:01 with pseudo-sequence HLA-A26:01. The binding affinity (normalized) is 0. (3) The peptide sequence is SAYYLDIGF. The MHC is HLA-A02:16 with pseudo-sequence HLA-A02:16. The binding affinity (normalized) is 0.0847. (4) The peptide sequence is FPYEGGKVF. The MHC is HLA-C06:02 with pseudo-sequence HLA-C06:02. The binding affinity (normalized) is 0.269. (5) The MHC is HLA-A02:01 with pseudo-sequence HLA-A02:01. The peptide sequence is EVSINVDST. The binding affinity (normalized) is 0. (6) The peptide sequence is SEIYVAWV. The MHC is H-2-Kk with pseudo-sequence H-2-Kk. The binding affinity (normalized) is 1.00.